Dataset: Peptide-MHC class I binding affinity with 185,985 pairs from IEDB/IMGT. Task: Regression. Given a peptide amino acid sequence and an MHC pseudo amino acid sequence, predict their binding affinity value. This is MHC class I binding data. (1) The peptide sequence is KLTDSLSSQM. The MHC is HLA-A02:01 with pseudo-sequence HLA-A02:01. The binding affinity (normalized) is 0.368. (2) The MHC is HLA-B35:01 with pseudo-sequence HLA-B35:01. The peptide sequence is WHYDQDHPY. The binding affinity (normalized) is 0.174. (3) The peptide sequence is WTVNDIQKL. The MHC is HLA-B42:01 with pseudo-sequence HLA-B42:01. The binding affinity (normalized) is 0. (4) The peptide sequence is VKINIFPLY. The MHC is HLA-A03:01 with pseudo-sequence HLA-A03:01. The binding affinity (normalized) is 0.0847. (5) The peptide sequence is IGRGKNHAR. The MHC is HLA-A30:01 with pseudo-sequence HLA-A30:01. The binding affinity (normalized) is 0.310. (6) The peptide sequence is LMSFTILCLV. The MHC is HLA-A02:06 with pseudo-sequence HLA-A02:06. The binding affinity (normalized) is 0.660. (7) The peptide sequence is DVDMDFDLNI. The MHC is HLA-A02:02 with pseudo-sequence HLA-A02:02. The binding affinity (normalized) is 0.296. (8) The peptide sequence is ALINLVQYR. The MHC is HLA-A68:01 with pseudo-sequence HLA-A68:01. The binding affinity (normalized) is 0.487.